Dataset: Reaction yield outcomes from USPTO patents with 853,638 reactions. Task: Predict the reaction yield, written as a fraction of the theoretical maximum amount of product (1.0 means a 100% yield; for example, 0.34 means a 34% yield). The reactants are [CH2:1]([O:3][C:4](=[O:18])[C:5]1[CH:10]=[C:9]([N+:11]([O-:13])=[O:12])[CH:8]=[C:7]([N+:14]([O-:16])=[O:15])[C:6]=1[CH3:17])[CH3:2].CO[CH:21]([N:24]([CH3:26])[CH3:25])OC. The catalyst is CN(C=O)C. The product is [CH2:1]([O:3][C:4](=[O:18])[C:5]1[CH:10]=[C:9]([N+:11]([O-:13])=[O:12])[CH:8]=[C:7]([N+:14]([O-:16])=[O:15])[C:6]=1[CH:17]=[CH:21][N:24]([CH3:26])[CH3:25])[CH3:2]. The yield is 0.480.